The task is: Regression. Given a peptide amino acid sequence and an MHC pseudo amino acid sequence, predict their binding affinity value. This is MHC class II binding data.. This data is from Peptide-MHC class II binding affinity with 134,281 pairs from IEDB. (1) The peptide sequence is GGRLAFQEFMIVPSG. The MHC is HLA-DQA10301-DQB10302 with pseudo-sequence HLA-DQA10301-DQB10302. The binding affinity (normalized) is 0.273. (2) The MHC is DRB1_0401 with pseudo-sequence DRB1_0401. The peptide sequence is QKILIKIPVTKNIIT. The binding affinity (normalized) is 0.472. (3) The peptide sequence is SNFLRGKLKLYTGEA. The MHC is DRB1_0101 with pseudo-sequence DRB1_0101. The binding affinity (normalized) is 0.541. (4) The peptide sequence is MSGPMQQLTQPLQQV. The MHC is HLA-DPA10201-DPB11401 with pseudo-sequence HLA-DPA10201-DPB11401. The binding affinity (normalized) is 0.217. (5) The peptide sequence is AYESYKFIPALEAAV. The MHC is DRB1_0405 with pseudo-sequence DRB1_0405. The binding affinity (normalized) is 0.589. (6) The peptide sequence is GRVIDLGCGRGGWCY. The MHC is DRB3_0301 with pseudo-sequence DRB3_0301. The binding affinity (normalized) is 0. (7) The peptide sequence is ARMREMTLTIMRRVE. The MHC is H-2-IAd with pseudo-sequence H-2-IAd. The binding affinity (normalized) is 0.527. (8) The peptide sequence is ATVATAPEVKYTVFE. The MHC is DRB5_0101 with pseudo-sequence DRB5_0101. The binding affinity (normalized) is 0.252. (9) The peptide sequence is GINTRNMTMSMSMIL. The MHC is DRB1_0301 with pseudo-sequence DRB1_0301. The binding affinity (normalized) is 0.523. (10) The MHC is HLA-DPA10201-DPB10101 with pseudo-sequence HLA-DPA10201-DPB10101. The binding affinity (normalized) is 0.308. The peptide sequence is NIWADDLAASLSTLE.